From a dataset of Forward reaction prediction with 1.9M reactions from USPTO patents (1976-2016). Predict the product of the given reaction. (1) Given the reactants Br[C:2]1[CH:19]=[CH:18][C:5]([CH2:6][O:7][Si:8]([CH:15]([CH3:17])[CH3:16])([CH:12]([CH3:14])[CH3:13])[CH:9]([CH3:11])[CH3:10])=[CH:4][CH:3]=1.O1CCCC1.C([Li])CCC.[C:30]([C:32]1[CH:33]=[C:34]([CH:37]=[CH:38][CH:39]=1)[CH:35]=[O:36])#[N:31], predict the reaction product. The product is: [OH:36][CH:35]([C:2]1[CH:19]=[CH:18][C:5]([CH2:6][O:7][Si:8]([CH:15]([CH3:17])[CH3:16])([CH:12]([CH3:14])[CH3:13])[CH:9]([CH3:11])[CH3:10])=[CH:4][CH:3]=1)[C:34]1[CH:33]=[C:32]([CH:39]=[CH:38][CH:37]=1)[C:30]#[N:31]. (2) Given the reactants [F:1][C:2]1[CH:7]=[CH:6][C:5]([C:8]2[N:12]=[N:11][N:10]([CH3:13])[C:9]=2[CH2:14][O:15][C:16]2[CH:24]=[CH:23][C:19]([C:20]([OH:22])=O)=[CH:18][N:17]=2)=[CH:4][CH:3]=1.[NH2:25][C:26]([CH3:30])([CH3:29])[CH2:27][OH:28], predict the reaction product. The product is: [F:1][C:2]1[CH:7]=[CH:6][C:5]([C:8]2[N:12]=[N:11][N:10]([CH3:13])[C:9]=2[CH2:14][O:15][C:16]2[CH:24]=[CH:23][C:19]([C:20]([NH:25][C:26]([CH3:30])([CH3:29])[CH2:27][OH:28])=[O:22])=[CH:18][N:17]=2)=[CH:4][CH:3]=1. (3) Given the reactants [H-].[Na+].[F:3][C:4]1[CH:5]=[C:6]([C:10]2[C:14]([CH2:15][OH:16])=[C:13]([CH3:17])[O:12][N:11]=2)[CH:7]=[CH:8][CH:9]=1.[Cl:18][C:19]1[N:20]=[N:21][C:22](Cl)=[CH:23][CH:24]=1.[Cl-].[Na+], predict the reaction product. The product is: [Cl:18][C:19]1[N:20]=[N:21][C:22]([O:16][CH2:15][C:14]2[C:10]([C:6]3[CH:7]=[CH:8][CH:9]=[C:4]([F:3])[CH:5]=3)=[N:11][O:12][C:13]=2[CH3:17])=[CH:23][CH:24]=1. (4) Given the reactants [N+:1]([C:4]1[CH:17]=[CH:16][C:15]2[C:14]3[C:9](=[CH:10][CH:11]=[CH:12][CH:13]=3)[CH:8]=[CH:7][C:6]=2[CH:5]=1)([O-])=O.C(O)C.O.NN, predict the reaction product. The product is: [NH2:1][C:4]1[CH:17]=[CH:16][C:15]2[C:14]3[C:9](=[CH:10][CH:11]=[CH:12][CH:13]=3)[CH:8]=[CH:7][C:6]=2[CH:5]=1. (5) Given the reactants [F:1][C:2]1([F:18])[CH2:6][N:5]([C:7]([C:9]2[N:10]=[C:11]([C:14]([O-:16])=O)[S:12][CH:13]=2)=[O:8])[C@@H:4]([CH3:17])[CH2:3]1.[Li+].Cl.[NH:21]1[CH2:26][C@@H:25]([OH:27])[CH2:24][C@@H:23]([OH:28])[CH2:22]1.CN(C(ON1N=NC2C=CC=NC1=2)=[N+](C)C)C.F[P-](F)(F)(F)(F)F.O, predict the reaction product. The product is: [F:18][C:2]1([F:1])[CH2:6][N:5]([C:7]([C:9]2[N:10]=[C:11]([C:14]([N:21]3[CH2:26][C@@H:25]([OH:27])[CH2:24][C@@H:23]([OH:28])[CH2:22]3)=[O:16])[S:12][CH:13]=2)=[O:8])[C@@H:4]([CH3:17])[CH2:3]1. (6) Given the reactants [O:1]1[CH2:6][CH2:5][CH:4]([NH2:7])[CH2:3][CH2:2]1.[N-:8]=[C:9]=[O:10].[K+].[Na+].[Cl-], predict the reaction product. The product is: [O:1]1[CH2:6][CH2:5][CH:4]([NH:7][C:9]([NH2:8])=[O:10])[CH2:3][CH2:2]1.